Dataset: Human liver microsome stability data. Task: Regression/Classification. Given a drug SMILES string, predict its absorption, distribution, metabolism, or excretion properties. Task type varies by dataset: regression for continuous measurements (e.g., permeability, clearance, half-life) or binary classification for categorical outcomes (e.g., BBB penetration, CYP inhibition). Dataset: hlm. (1) The molecule is CC(C)OP(=O)(OC(C)C)c1ccc(C(F)(F)F)cc1. The result is 0 (unstable in human liver microsomes). (2) The molecule is Cn1c(-c2cccnc2)c(C#N)c2ccccc21. The result is 1 (stable in human liver microsomes). (3) The compound is CCNS(=O)(=O)c1ccc(NC2CCCCC2)c(N)c1. The result is 0 (unstable in human liver microsomes). (4) The compound is c1cc2c(ncc3ncn([C@H]4CC[C@@H](N5CCOCC5)CC4)c32)[nH]1. The result is 0 (unstable in human liver microsomes). (5) The drug is O=S(=O)(Nc1cccc(CO)c1)c1ccc(-c2ccc(Cl)cc2Cl)cc1. The result is 1 (stable in human liver microsomes). (6) The drug is N#CC1(n2cc([C@@H](NC(=O)c3ccno3)C3CCCCC3)nn2)CC1. The result is 0 (unstable in human liver microsomes). (7) The compound is CCN(CC)Cc1c(C(=O)NN=Cc2ccc(N(CC)CC)cc2O)nnn1-c1nonc1N. The result is 1 (stable in human liver microsomes).